Dataset: Retrosynthesis with 50K atom-mapped reactions and 10 reaction types from USPTO. Task: Predict the reactants needed to synthesize the given product. (1) Given the product CC(OS(C)(=O)=O)C1(F)CCN(C(=O)OCc2ccccc2)C1, predict the reactants needed to synthesize it. The reactants are: CC(O)C1(F)CCN(C(=O)OCc2ccccc2)C1.CS(=O)(=O)Cl. (2) The reactants are: CC(C)(C)OC(=O)Oc1ccc(CC(NC(=O)OCc2ccccc2)C(=O)OCOC(=O)C(C)(C)C)cc1. Given the product CC(C)(C)OC(=O)Oc1ccc(CC(N)C(=O)OCOC(=O)C(C)(C)C)cc1, predict the reactants needed to synthesize it. (3) Given the product Cc1cccc(C)c1NC(=O)CBr, predict the reactants needed to synthesize it. The reactants are: Cc1cccc(C)c1N.O=C(Br)CBr.